This data is from Reaction yield outcomes from USPTO patents with 853,638 reactions. The task is: Predict the reaction yield, written as a fraction of the theoretical maximum amount of product (1.0 means a 100% yield; for example, 0.34 means a 34% yield). (1) The reactants are [NH2:1][C:2]1[S:6][C:5]2[CH2:7][CH2:8][CH2:9][C:4]=2[C:3]=1[C:10]([C:12]1[O:13][CH:14]=[CH:15][CH:16]=1)=O.[CH:17]1([C:20](=[O:25])[CH2:21][C:22](=O)[CH3:23])[CH2:19][CH2:18]1. The catalyst is C(O)(=O)C.S(=O)(=O)(O)O. The product is [CH:17]1([C:20]([C:21]2[C:10]([C:12]3[O:13][CH:14]=[CH:15][CH:16]=3)=[C:3]3[C:4]4[CH2:9][CH2:8][CH2:7][C:5]=4[S:6][C:2]3=[N:1][C:22]=2[CH3:23])=[O:25])[CH2:19][CH2:18]1. The yield is 0.210. (2) The reactants are [CH2:1]1[CH2:14][O:13][C:8]23[O:9][CH2:10][CH2:11][O:12][C:3]2([C@:4]2([CH2:27][CH2:26][C@H:25]4[C@@H:15]([C@@H:16]([CH2:28][OH:29])[CH2:17][CH:18]5[C@:23]4([CH3:24])[CH2:22][CH2:21][CH2:20][CH2:19]5)[C@@H:6]2[CH2:7]3)[CH3:5])[O:2]1.C1COC23OCCOC2([C@]2(CC[C@H]4[C@@H](C(=C)CC5[C@]4(C)CCCC5)[C@@H]2C3)C)O1.C1COC23OCCOC2([C@]2(CC[C@H]4[C@@H](C[C@@H](CO)C5[C@]4(C)CCCC5)[C@@H]2C3)C)O1. No catalyst specified. The product is [CH2:11]1[CH2:10][O:9][C:8]23[O:13][CH2:14][CH2:1][O:2][C:3]2([C@:4]2([CH2:27][CH2:26][C@H:25]4[C@@H:15]([C@H:16]([CH2:28][OH:29])[CH2:17][CH:18]5[C@:23]4([CH3:24])[CH2:22][CH2:21][CH2:20][CH2:19]5)[C@@H:6]2[CH2:7]3)[CH3:5])[O:12]1. The yield is 0.700.